Regression/Classification. Given an antibody's heavy chain and light chain sequences, predict its developability. TAP uses regression for 5 developability metrics; SAbDab uses binary classification. From a dataset of Antibody developability classification from SAbDab with 2,409 antibodies. (1) The antibody is ['QVQLVESGGGLVQPGGPLRLSCAASGFTISSNYMSWVRQAPGKGLEWVSAIYSGGSTYYADSVKGRFTISRDNSKNTLYLQMNSLRAEDTAVYYCAREGPGDSIVYWGKGTLVTVSS', 'QSVLTQPPSVSGAPGQRVSISCTGRSSNIGAGYDVHWYQQLPGKAPKLLIYGNTNRPSGVPVRFSGSKSGTSASLAITGLQAEDEADYYCQSYDSSLRGSVFGGGTKLTVL']. Result: 0 (not developable). (2) The antibody is ['DVQLQESGPSLVKPSQTLSLTCSVTGDSITSDYWSWIRKFPGNRLEYMGYVSASGSTYYNPSLKSRISITRDTSKNQYYLDLNSVTTEDTATYYCANWDGDYWGQGTLVTVSA', 'PROT_5A288C7C']. Result: 0 (not developable). (3) The antibody is ['QVQLVESGGGLVQPGGSLRLSCAASGFTFSNYTLNWVRQAPGKGLEWVSYTSSSGSLTGYADSVKGRFTISRDNSKNTLYLQMNSLRAEDTAVYYCARERWHVRGYFDHWGQGTLVTVSS', 'DIELTQPPSVSVAPGQTARISCSGDSLGSKYVIWYQQKPGQAPVLVIYDDSNRPSGIPERFSGSNSGNTATLTISGTQAEDEADYYCSTFTMSGNGTVFGGGTKLTVL']. Result: 0 (not developable). (4) The antibody is ['1zlv', 'AVVMTQSPSTLSASVGDTITITCRASQSIETWLAWYQQKPGKAPKLLIYKASTLKTGVPSRFSGSGSGTEFTLTISGLQFDDFATYHCQHYAGYSATFGQGTRVEIK']. Result: 0 (not developable). (5) Result: 0 (not developable). The antibody is ['2atk', 'PROT_7E7F8549'].